Dataset: Full USPTO retrosynthesis dataset with 1.9M reactions from patents (1976-2016). Task: Predict the reactants needed to synthesize the given product. (1) Given the product [Br:8][C:9]1[CH:14]=[CH:13][C:12]([S:15]([NH:7][CH2:1][CH:2]2[CH2:3][CH2:4][CH2:5][O:6]2)(=[O:17])=[O:16])=[CH:11][CH:10]=1, predict the reactants needed to synthesize it. The reactants are: [CH2:1]([NH2:7])[CH:2]1[O:6][CH2:5][CH2:4][CH2:3]1.[Br:8][C:9]1[CH:14]=[CH:13][C:12]([S:15](Cl)(=[O:17])=[O:16])=[CH:11][CH:10]=1.CCN(C(C)C)C(C)C. (2) The reactants are: [C:1]1([CH:7]([C:29]2[CH:34]=[CH:33][CH:32]=[CH:31][CH:30]=2)[C:8]2[CH:9]=[CH:10][C:11](=[O:28])[N:12]([CH2:14][CH2:15][CH2:16][C:17]3[CH:18]=[C:19]([CH:25]=[CH:26][CH:27]=3)[O:20][CH2:21][C:22]([OH:24])=[O:23])[CH:13]=2)[CH:6]=[CH:5][CH:4]=[CH:3][CH:2]=1.[C:35]([O-])([O-])=O.[K+].[K+].IC. Given the product [C:1]1([CH:7]([C:29]2[CH:34]=[CH:33][CH:32]=[CH:31][CH:30]=2)[C:8]2[CH:9]=[CH:10][C:11](=[O:28])[N:12]([CH2:14][CH2:15][CH2:16][C:17]3[CH:18]=[C:19]([CH:25]=[CH:26][CH:27]=3)[O:20][CH2:21][C:22]([O:24][CH3:35])=[O:23])[CH:13]=2)[CH:2]=[CH:3][CH:4]=[CH:5][CH:6]=1, predict the reactants needed to synthesize it. (3) The reactants are: [CH3:1][C:2]1[CH:7]=[CH:6][CH:5]=[C:4]([CH3:8])[C:3]=1[CH2:9][NH:10][C:11]1[C:12]2[N:13]([C:26]([CH3:30])=[C:27]([CH3:29])[N:28]=2)[CH:14]=[C:15]([C:17]2[O:21][C:20]([C:22]([O:24]C)=[O:23])=[CH:19][CH:18]=2)[CH:16]=1.[OH-].[Li+].Cl. Given the product [CH3:1][C:2]1[CH:7]=[CH:6][CH:5]=[C:4]([CH3:8])[C:3]=1[CH2:9][NH:10][C:11]1[C:12]2[N:13]([C:26]([CH3:30])=[C:27]([CH3:29])[N:28]=2)[CH:14]=[C:15]([C:17]2[O:21][C:20]([C:22]([OH:24])=[O:23])=[CH:19][CH:18]=2)[CH:16]=1, predict the reactants needed to synthesize it. (4) Given the product [F:1][C:2]1[CH:7]=[C:6]([O:8][C:9]([F:10])([F:11])[F:12])[CH:5]=[CH:4][C:3]=1[C@H:13]1[CH2:18][C@@H:17]([C:19]2[O:23][NH:22][C:21](=[O:24])[CH:20]=2)[CH2:16][CH2:15][NH:14]1, predict the reactants needed to synthesize it. The reactants are: [F:1][C:2]1[CH:7]=[C:6]([O:8][C:9]([F:12])([F:11])[F:10])[CH:5]=[CH:4][C:3]=1[C@H:13]1[CH2:18][C@@H:17]([C:19]2[O:23][NH:22][C:21](=[O:24])[CH:20]=2)[CH2:16][CH2:15][N:14]1C(OC)=O.Br. (5) The reactants are: [C:1]([O:5][C:6]([N:8]1[CH2:13][CH2:12][C:11]([C:15]2[CH:20]=[CH:19][CH:18]=[C:17]([CH2:21][NH2:22])[CH:16]=2)([OH:14])[CH2:10][CH2:9]1)=[O:7])([CH3:4])([CH3:3])[CH3:2].C(Cl)Cl.C(=O)([O-])[O-].[K+].[K+].[CH2:32]([O:39][C:40](Cl)=[O:41])[C:33]1[CH:38]=[CH:37][CH:36]=[CH:35][CH:34]=1. Given the product [C:1]([O:5][C:6]([N:8]1[CH2:9][CH2:10][C:11]([C:15]2[CH:20]=[CH:19][CH:18]=[C:17]([CH2:21][NH:22][C:40]([O:39][CH2:32][C:33]3[CH:38]=[CH:37][CH:36]=[CH:35][CH:34]=3)=[O:41])[CH:16]=2)([OH:14])[CH2:12][CH2:13]1)=[O:7])([CH3:4])([CH3:2])[CH3:3], predict the reactants needed to synthesize it.